This data is from NCI-60 drug combinations with 297,098 pairs across 59 cell lines. The task is: Regression. Given two drug SMILES strings and cell line genomic features, predict the synergy score measuring deviation from expected non-interaction effect. (1) Drug 1: CC1=C(C=C(C=C1)NC2=NC=CC(=N2)N(C)C3=CC4=NN(C(=C4C=C3)C)C)S(=O)(=O)N.Cl. Drug 2: CC12CCC3C(C1CCC2O)C(CC4=C3C=CC(=C4)O)CCCCCCCCCS(=O)CCCC(C(F)(F)F)(F)F. Cell line: SK-MEL-28. Synergy scores: CSS=-3.16, Synergy_ZIP=1.28, Synergy_Bliss=0.0186, Synergy_Loewe=-4.11, Synergy_HSA=-2.90. (2) Drug 1: CCC1=CC2CC(C3=C(CN(C2)C1)C4=CC=CC=C4N3)(C5=C(C=C6C(=C5)C78CCN9C7C(C=CC9)(C(C(C8N6C)(C(=O)OC)O)OC(=O)C)CC)OC)C(=O)OC.C(C(C(=O)O)O)(C(=O)O)O. Drug 2: C(CC(=O)O)C(=O)CN.Cl. Cell line: HOP-92. Synergy scores: CSS=31.4, Synergy_ZIP=-9.72, Synergy_Bliss=-5.45, Synergy_Loewe=-3.33, Synergy_HSA=-2.22. (3) Synergy scores: CSS=11.7, Synergy_ZIP=-11.1, Synergy_Bliss=-13.8, Synergy_Loewe=-14.9, Synergy_HSA=-12.4. Drug 1: C1=C(C(=O)NC(=O)N1)F. Cell line: NCI-H522. Drug 2: C1CCC(C(C1)N)N.C(=O)(C(=O)[O-])[O-].[Pt+4]. (4) Drug 1: C1CCN(CC1)CCOC2=CC=C(C=C2)C(=O)C3=C(SC4=C3C=CC(=C4)O)C5=CC=C(C=C5)O. Drug 2: CN(C)N=NC1=C(NC=N1)C(=O)N. Cell line: MCF7. Synergy scores: CSS=6.48, Synergy_ZIP=-4.95, Synergy_Bliss=-2.81, Synergy_Loewe=-8.49, Synergy_HSA=-3.82. (5) Drug 1: C1=C(C(=O)NC(=O)N1)N(CCCl)CCCl. Drug 2: CC1C(C(=O)NC(C(=O)N2CCCC2C(=O)N(CC(=O)N(C(C(=O)O1)C(C)C)C)C)C(C)C)NC(=O)C3=C4C(=C(C=C3)C)OC5=C(C(=O)C(=C(C5=N4)C(=O)NC6C(OC(=O)C(N(C(=O)CN(C(=O)C7CCCN7C(=O)C(NC6=O)C(C)C)C)C)C(C)C)C)N)C. Cell line: RXF 393. Synergy scores: CSS=6.39, Synergy_ZIP=-2.18, Synergy_Bliss=-1.10, Synergy_Loewe=-0.926, Synergy_HSA=-1.08. (6) Drug 1: CC1OCC2C(O1)C(C(C(O2)OC3C4COC(=O)C4C(C5=CC6=C(C=C35)OCO6)C7=CC(=C(C(=C7)OC)O)OC)O)O. Drug 2: C1=CC=C(C(=C1)C(C2=CC=C(C=C2)Cl)C(Cl)Cl)Cl. Cell line: A498. Synergy scores: CSS=24.1, Synergy_ZIP=-8.85, Synergy_Bliss=-7.10, Synergy_Loewe=-21.6, Synergy_HSA=-5.89. (7) Drug 2: C1=C(C(=O)NC(=O)N1)F. Synergy scores: CSS=39.8, Synergy_ZIP=-4.37, Synergy_Bliss=-6.43, Synergy_Loewe=-7.44, Synergy_HSA=-0.221. Cell line: TK-10. Drug 1: C1CN1C2=NC(=NC(=N2)N3CC3)N4CC4.